Task: Predict which catalyst facilitates the given reaction.. Dataset: Catalyst prediction with 721,799 reactions and 888 catalyst types from USPTO (1) Reactant: [CH3:1][O:2][C:3](=[O:11])[C:4]1[CH:9]=[CH:8][N:7]=[C:6]([NH2:10])[CH:5]=1.Cl[CH2:13][CH:14]=O.C([O-])(O)=O.[Na+]. Product: [CH3:1][O:2][C:3]([C:4]1[CH:9]=[CH:8][N:7]2[CH:13]=[CH:14][N:10]=[C:6]2[CH:5]=1)=[O:11]. The catalyst class is: 8. (2) Reactant: [CH2:1]([N:5]([C:15]1[S:16][C:17]([C:20]2[CH:25]=[C:24]([O:26]C)[N:23]=[C:22]([Cl:28])[CH:21]=2)=[N:18][N:19]=1)[C:6](=[O:14])[C:7]1[CH:12]=[CH:11][CH:10]=[CH:9][C:8]=1[Cl:13])[CH2:2][CH2:3][CH3:4].[I-].[Na+].C[Si](Cl)(C)C.O. Product: [CH2:1]([N:5]([C:15]1[S:16][C:17]([C:20]2[CH:21]=[C:22]([Cl:28])[NH:23][C:24](=[O:26])[CH:25]=2)=[N:18][N:19]=1)[C:6](=[O:14])[C:7]1[CH:12]=[CH:11][CH:10]=[CH:9][C:8]=1[Cl:13])[CH2:2][CH2:3][CH3:4]. The catalyst class is: 10. (3) Reactant: [F:1][C:2]1[CH:3]=[CH:4][C:5]([N+:18]([O-:20])=[O:19])=[C:6]([CH:17]=1)[O:7][C@H:8]1[C@H:12]2[O:13][CH2:14][C@@H:15]([OH:16])[C@H:11]2[O:10][CH2:9]1.[CH2:21](I)[CH3:22].[H-].[Na+].O. Product: [CH2:21]([O:16][C@@H:15]1[CH2:14][O:13][C@@H:12]2[C@H:8]([O:7][C:6]3[CH:17]=[C:2]([F:1])[CH:3]=[CH:4][C:5]=3[N+:18]([O-:20])=[O:19])[CH2:9][O:10][C@H:11]12)[CH3:22]. The catalyst class is: 31. (4) Reactant: Cl[C:2]1[C:7]([C:8]([O:10][CH2:11][CH3:12])=[O:9])=[CH:6][C:5]([C:13]#[N:14])=[C:4]([CH3:15])[N:3]=1.[CH3:16][C:17]1[CH:22]=[C:21]([CH3:23])[CH:20]=[C:19]([CH3:24])[C:18]=1[OH:25].C(=O)([O-])[O-].[Cs+].[Cs+]. Product: [C:13]([C:5]1[CH:6]=[C:7]([C:8]([O:10][CH2:11][CH3:12])=[O:9])[C:2]([O:25][C:18]2[C:19]([CH3:24])=[CH:20][C:21]([CH3:23])=[CH:22][C:17]=2[CH3:16])=[N:3][C:4]=1[CH3:15])#[N:14]. The catalyst class is: 9. (5) Reactant: [CH3:1][C:2]([NH2:7])([CH:4]([CH3:6])[CH3:5])[CH3:3].[S:8](Cl)([C:11]1[CH:17]=[CH:16][C:14]([CH3:15])=[CH:13][CH:12]=1)(=[O:10])=[O:9]. Product: [S:8]([NH:7][C:2]([CH3:3])([CH:4]([CH3:6])[CH3:5])[CH3:1])([C:11]1[CH:17]=[CH:16][C:14]([CH3:15])=[CH:13][CH:12]=1)(=[O:10])=[O:9]. The catalyst class is: 17. (6) Reactant: [NH:1]([C:37]([CH2:39][CH2:40][CH2:41][CH2:42][CH2:43][CH2:44][CH3:45])=[O:38])[C@H:2]([C:18]([NH:20][C@H:21]([C:26]([N:28]1[CH2:36][CH2:35][CH2:34][C@H:29]1[C:30]([O:32]C)=[O:31])=[O:27])[CH2:22][CH:23]([CH3:25])[CH3:24])=[O:19])[CH2:3][C:4]1[CH:9]=[CH:8][C:7]([O:10][CH2:11][C:12]2[CH:17]=[CH:16][CH:15]=[CH:14][CH:13]=2)=[CH:6][CH:5]=1.O.O.[OH-].[Li+].Cl. Product: [NH:1]([C:37]([CH2:39][CH2:40][CH2:41][CH2:42][CH2:43][CH2:44][CH3:45])=[O:38])[C@H:2]([C:18]([NH:20][C@H:21]([C:26]([N:28]1[CH2:36][CH2:35][CH2:34][C@H:29]1[C:30]([OH:32])=[O:31])=[O:27])[CH2:22][CH:23]([CH3:25])[CH3:24])=[O:19])[CH2:3][C:4]1[CH:9]=[CH:8][C:7]([O:10][CH2:11][C:12]2[CH:13]=[CH:14][CH:15]=[CH:16][CH:17]=2)=[CH:6][CH:5]=1. The catalyst class is: 1.